This data is from Full USPTO retrosynthesis dataset with 1.9M reactions from patents (1976-2016). The task is: Predict the reactants needed to synthesize the given product. (1) The reactants are: [Br:1][C:2]1[CH:7]=[CH:6][C:5]([S:8](Cl)(=[O:10])=[O:9])=[CH:4][C:3]=1[CH3:12].[C:13]([NH2:17])([CH3:16])([CH3:15])[CH3:14]. Given the product [Br:1][C:2]1[CH:7]=[CH:6][C:5]([S:8]([NH:17][C:13]([CH3:16])([CH3:15])[CH3:14])(=[O:10])=[O:9])=[CH:4][C:3]=1[CH3:12], predict the reactants needed to synthesize it. (2) Given the product [Cl:11][C:12]1[CH:13]=[C:14]([NH:19][C:2]2[C:3]3[CH:10]=[CH:9][NH:8][C:4]=3[N:5]=[CH:6][N:7]=2)[CH:15]=[CH:16][C:17]=1[F:18], predict the reactants needed to synthesize it. The reactants are: Cl[C:2]1[C:3]2[CH:10]=[CH:9][NH:8][C:4]=2[N:5]=[CH:6][N:7]=1.[Cl:11][C:12]1[CH:13]=[C:14]([NH2:19])[CH:15]=[CH:16][C:17]=1[F:18]. (3) Given the product [S:1]([NH:5][C:6]1[CH:13]=[CH:12][CH:11]=[C:10]([S:14]([CH3:15])=[O:24])[C:7]=1[C:8]#[N:9])(=[O:3])(=[O:4])[NH2:2], predict the reactants needed to synthesize it. The reactants are: [S:1]([NH:5][C:6]1[CH:13]=[CH:12][CH:11]=[C:10]([S:14][CH3:15])[C:7]=1[C:8]#[N:9])(=[O:4])(=[O:3])[NH2:2].C1C=C(Cl)C=C(C(OO)=[O:24])C=1. (4) Given the product [NH4+:4].[OH-:33].[NH2:32][CH2:31][C:29]1[CH:28]=[CH:27][C:18]2[N:19]([CH2:20][CH2:21][CH2:22][C:23]([F:24])([F:26])[F:25])[C:15]([CH2:14][N:6]3[C:7]4[C:12](=[CH:11][CH:10]=[CH:9][CH:8]=4)[CH2:13][N:4]([CH:1]4[CH2:2][CH2:3]4)[C:5]3=[O:33])=[N:16][C:17]=2[CH:30]=1, predict the reactants needed to synthesize it. The reactants are: [CH:1]1([N:4]2[CH2:13][C:12]3[C:7](=[CH:8][CH:9]=[CH:10][CH:11]=3)[N:6]([CH2:14][C:15]3[N:19]([CH2:20][CH2:21][CH2:22][C:23]([F:26])([F:25])[F:24])[C:18]4[CH:27]=[CH:28][C:29]([C:31]#[N:32])=[CH:30][C:17]=4[N:16]=3)[C:5]2=[O:33])[CH2:3][CH2:2]1.Cl. (5) Given the product [CH3:10][O:9][C:8]1[C:3]([NH:1][NH:2][C:15](=[O:16])[CH3:14])=[N:4][CH:5]=[C:6]([N+:11]([O-:13])=[O:12])[CH:7]=1, predict the reactants needed to synthesize it. The reactants are: [NH:1]([C:3]1[C:8]([O:9][CH3:10])=[CH:7][C:6]([N+:11]([O-:13])=[O:12])=[CH:5][N:4]=1)[NH2:2].[CH3:14][C:15](OC(C)=O)=[O:16]. (6) Given the product [Cl:1][C:2]1[CH:19]=[C:18]([Cl:20])[CH:17]=[CH:16][C:3]=1[CH2:4][N:5]1[C:9]([CH3:10])=[CH:8][CH:7]=[C:6]1/[CH:11]=[CH:12]/[C:13]([NH:41][S:38]([CH2:33][CH2:34][CH2:35][CH2:36][CH3:37])(=[O:40])=[O:39])=[O:15], predict the reactants needed to synthesize it. The reactants are: [Cl:1][C:2]1[CH:19]=[C:18]([Cl:20])[CH:17]=[CH:16][C:3]=1[CH2:4][N:5]1[C:9]([CH3:10])=[CH:8][CH:7]=[C:6]1/[CH:11]=[CH:12]/[C:13]([OH:15])=O.C(N1C=CN=C1)(N1C=CN=C1)=O.[CH2:33]([S:38]([NH2:41])(=[O:40])=[O:39])[CH2:34][CH2:35][CH2:36][CH3:37].N12CCCN=C1CCCCC2.Cl. (7) Given the product [CH3:1][O:2][C:3]1[CH:11]=[C:10]2[C:6]([CH2:7][CH:8]([CH2:13][C:14]3[CH:15]=[N:16][C:17]([C:20]([F:22])([F:23])[F:21])=[CH:18][CH:19]=3)[C:9]2=[O:12])=[CH:5][C:4]=1[N:24]1[CH2:25][CH2:26][O:27][CH2:28][CH2:29]1, predict the reactants needed to synthesize it. The reactants are: [CH3:1][O:2][C:3]1[CH:11]=[C:10]2[C:6]([CH2:7]/[C:8](=[CH:13]\[C:14]3[CH:15]=[N:16][C:17]([C:20]([F:23])([F:22])[F:21])=[CH:18][CH:19]=3)/[C:9]2=[O:12])=[CH:5][C:4]=1[N:24]1[CH2:29][CH2:28][O:27][CH2:26][CH2:25]1.